From a dataset of Peptide-MHC class II binding affinity with 134,281 pairs from IEDB. Regression. Given a peptide amino acid sequence and an MHC pseudo amino acid sequence, predict their binding affinity value. This is MHC class II binding data. (1) The MHC is HLA-DPA10103-DPB10601 with pseudo-sequence HLA-DPA10103-DPB10601. The peptide sequence is AAAAAGTTVYGAFAA. The binding affinity (normalized) is 0. (2) The peptide sequence is YHFDLSGIAFGSMAK. The MHC is HLA-DQA10102-DQB10502 with pseudo-sequence HLA-DQA10102-DQB10502. The binding affinity (normalized) is 0. (3) The peptide sequence is GLVHVANNNYDPWTI. The MHC is HLA-DPA10201-DPB10501 with pseudo-sequence HLA-DPA10201-DPB10501. The binding affinity (normalized) is 0.152. (4) The MHC is DRB1_0404 with pseudo-sequence DRB1_0404. The binding affinity (normalized) is 0.295. The peptide sequence is LLKDLEEGIQTLMGR. (5) The peptide sequence is QAGGKLCPNNLCCSQ. The MHC is DRB1_0901 with pseudo-sequence DRB1_0901. The binding affinity (normalized) is 0.0991. (6) The peptide sequence is TGQASFDLAAMLIES. The MHC is DRB1_0101 with pseudo-sequence DRB1_0101. The binding affinity (normalized) is 0.808. (7) The peptide sequence is TLWQRPLVTIKIGGQLKEAL. The MHC is HLA-DQA10501-DQB10301 with pseudo-sequence HLA-DQA10501-DQB10301. The binding affinity (normalized) is 0.420. (8) The peptide sequence is GKIASCLNDNANGYF. The MHC is DRB5_0101 with pseudo-sequence DRB5_0101. The binding affinity (normalized) is 0.511. (9) The peptide sequence is AAATAGPTVYGAFAA. The MHC is HLA-DPA10103-DPB10401 with pseudo-sequence HLA-DPA10103-DPB10401. The binding affinity (normalized) is 0.0364.